This data is from Peptide-MHC class II binding affinity with 134,281 pairs from IEDB. The task is: Regression. Given a peptide amino acid sequence and an MHC pseudo amino acid sequence, predict their binding affinity value. This is MHC class II binding data. (1) The binding affinity (normalized) is 0.237. The peptide sequence is GSSIGKLFTQTMKGV. The MHC is DRB1_1302 with pseudo-sequence DRB1_1302. (2) The peptide sequence is SQDLWLSWNLNGLQAY. The MHC is DRB1_1302 with pseudo-sequence DRB1_1302. The binding affinity (normalized) is 0.533. (3) The peptide sequence is NDFLKTGHYTQMVWA. The MHC is HLA-DPA10201-DPB10501 with pseudo-sequence HLA-DPA10201-DPB10501. The binding affinity (normalized) is 0.390. (4) The peptide sequence is GELQIVDKWDAAFKI. The MHC is DRB1_0401 with pseudo-sequence DRB1_0401. The binding affinity (normalized) is 0.181.